From a dataset of Catalyst prediction with 721,799 reactions and 888 catalyst types from USPTO. Predict which catalyst facilitates the given reaction. The catalyst class is: 29. Reactant: C(OC(=O)[NH:10][CH2:11][CH2:12][CH2:13][C@H:14]([NH:31][C:32]([O:34][C:35]([CH3:38])([CH3:37])[CH3:36])=[O:33])[C:15]([NH:17][C@H:18]([CH2:29][OH:30])[CH2:19][CH2:20][NH:21][C:22]([O:24][C:25]([CH3:28])([CH3:27])[CH3:26])=[O:23])=[O:16])C1C=CC=CC=1. Product: [C:35]([O:34][C:32]([NH:31][C@H:14]([C:15]([NH:17][C@H:18]([CH2:29][OH:30])[CH2:19][CH2:20][NH:21][C:22]([O:24][C:25]([CH3:28])([CH3:27])[CH3:26])=[O:23])=[O:16])[CH2:13][CH2:12][CH2:11][NH2:10])=[O:33])([CH3:38])([CH3:37])[CH3:36].